This data is from Peptide-MHC class I binding affinity with 185,985 pairs from IEDB/IMGT. The task is: Regression. Given a peptide amino acid sequence and an MHC pseudo amino acid sequence, predict their binding affinity value. This is MHC class I binding data. The peptide sequence is SSILNLHTL. The MHC is H-2-Kb with pseudo-sequence H-2-Kb. The binding affinity (normalized) is 0.182.